This data is from Forward reaction prediction with 1.9M reactions from USPTO patents (1976-2016). The task is: Predict the product of the given reaction. (1) The product is: [CH3:31][S:32]([O:22][CH2:21][C:10]1[N:11]=[C:12]2[CH:17]=[C:16]([C:18]#[N:19])[CH:15]=[C:14]([CH3:20])[N:13]2[C:9]=1[CH2:8][CH:5]1[CH2:6][CH2:7][C:2]([F:1])([F:23])[CH2:3][CH2:4]1)(=[O:34])=[O:33]. Given the reactants [F:1][C:2]1([F:23])[CH2:7][CH2:6][CH:5]([CH2:8][C:9]2[N:13]3[C:14]([CH3:20])=[CH:15][C:16]([C:18]#[N:19])=[CH:17][C:12]3=[N:11][C:10]=2[CH2:21][OH:22])[CH2:4][CH2:3]1.C(N(CC)CC)C.[CH3:31][S:32](Cl)(=[O:34])=[O:33].C(=O)([O-])O.[Na+], predict the reaction product. (2) Given the reactants [N:1]([C@H:4]1[CH2:9][CH2:8][C@@H:7]([CH:10]([C:17]2[CH:22]=[CH:21][CH:20]=[CH:19][CH:18]=2)[C:11]2[CH:16]=[CH:15][CH:14]=[CH:13][CH:12]=2)[O:6][CH2:5]1)=[N+]=[N-], predict the reaction product. The product is: [CH:10]([C@H:7]1[O:6][CH2:5][C@@H:4]([NH2:1])[CH2:9][CH2:8]1)([C:17]1[CH:22]=[CH:21][CH:20]=[CH:19][CH:18]=1)[C:11]1[CH:12]=[CH:13][CH:14]=[CH:15][CH:16]=1. (3) The product is: [Cl:15][C:13]1[CH:12]=[CH:11][CH:10]=[C:9]2[C:14]=1[NH:5][CH2:6][C:7](=[O:16])[NH:8]2. Given the reactants C([N:5]1[C:14]2[C:9](=[CH:10][CH:11]=[CH:12][C:13]=2[Cl:15])[NH:8][C:7](=[O:16])[CH2:6]1)(C)(C)C.[BH4-].[Na+].O, predict the reaction product. (4) Given the reactants [CH2:1]([O:19][CH2:20][C:21]([CH2:44][O:45][CH2:46][CH2:47][CH2:48][CH2:49][CH2:50][CH2:51][CH2:52][CH2:53][CH2:54][CH2:55][CH2:56][CH2:57][CH2:58][CH2:59][CH2:60][CH2:61][CH2:62][CH3:63])([CH2:24][O:25][CH2:26][CH2:27][CH2:28][CH2:29][CH2:30][CH2:31][CH2:32][CH2:33][CH2:34][CH2:35][CH2:36][CH2:37][CH2:38][CH2:39][CH2:40][CH2:41][CH2:42][CH3:43])[CH2:22]O)[CH2:2][CH2:3][CH2:4][CH2:5][CH2:6][CH2:7][CH2:8][CH2:9][CH2:10][CH2:11][CH2:12][CH2:13][CH2:14][CH2:15][CH2:16][CH2:17][CH3:18].C1(P(C2C=CC=CC=2)C2C=CC=CC=2)C=CC=CC=1.N1C=CN=C1.[I:88]I, predict the reaction product. The product is: [I:88][CH2:22][C:21]([CH2:44][O:45][CH2:46][CH2:47][CH2:48][CH2:49][CH2:50][CH2:51][CH2:52][CH2:53][CH2:54][CH2:55][CH2:56][CH2:57][CH2:58][CH2:59][CH2:60][CH2:61][CH2:62][CH3:63])([CH2:24][O:25][CH2:26][CH2:27][CH2:28][CH2:29][CH2:30][CH2:31][CH2:32][CH2:33][CH2:34][CH2:35][CH2:36][CH2:37][CH2:38][CH2:39][CH2:40][CH2:41][CH2:42][CH3:43])[CH2:20][O:19][CH2:1][CH2:2][CH2:3][CH2:4][CH2:5][CH2:6][CH2:7][CH2:8][CH2:9][CH2:10][CH2:11][CH2:12][CH2:13][CH2:14][CH2:15][CH2:16][CH2:17][CH3:18]. (5) Given the reactants [CH3:1][O:2][C:3]1[CH:4]=[C:5]2[C:10](=[CH:11][C:12]=1[O:13][CH3:14])[N:9]=[CH:8][CH:7]=[C:6]2[O:15][C:16]1[CH:22]=[CH:21][C:19]([NH2:20])=[C:18]([CH3:23])[C:17]=1[CH3:24].[C:25]1(C)C=C[CH:28]=[CH:27][CH:26]=1.[CH2:32]([N:34]([CH2:37]C)CC)C.ClC(Cl)([O:42][C:43](=O)[O:44]C(Cl)(Cl)Cl)Cl, predict the reaction product. The product is: [CH3:1][O:2][C:3]1[CH:4]=[C:5]2[C:10](=[CH:11][C:12]=1[O:13][CH3:14])[N:9]=[CH:8][CH:7]=[C:6]2[O:15][C:16]1[CH:22]=[CH:21][C:19]([NH:20][C:43](=[O:42])[O:44][CH2:25][CH2:26][CH2:27][CH2:28][N:34]([CH3:37])[CH3:32])=[C:18]([CH3:23])[C:17]=1[CH3:24]. (6) Given the reactants [O:1]1[CH2:6][CH2:5][N:4]([C:7]2[CH:15]=[CH:14][C:10]([C:11]([OH:13])=O)=[CH:9][CH:8]=2)[CH2:3][CH2:2]1.C(N1C=CN=C1)(N1C=CN=C1)=O.C(=O)=O.[NH2:31][C@@H:32]1[CH2:41][CH2:40][C:39]2[C:34](=[C:35]([N:44]3[CH2:49][CH2:48][N:47]([CH3:50])[CH2:46][CH2:45]3)[CH:36]=[CH:37][C:38]=2[O:42][CH3:43])[CH2:33]1, predict the reaction product. The product is: [CH3:43][O:42][C:38]1[CH:37]=[CH:36][C:35]([N:44]2[CH2:45][CH2:46][N:47]([CH3:50])[CH2:48][CH2:49]2)=[C:34]2[C:39]=1[CH2:40][CH2:41][C@@H:32]([NH:31][C:11](=[O:13])[C:10]1[CH:9]=[CH:8][C:7]([N:4]3[CH2:3][CH2:2][O:1][CH2:6][CH2:5]3)=[CH:15][CH:14]=1)[CH2:33]2. (7) Given the reactants C1C=CC(O[C:8]([O:12][C:13]2[CH:18]=[CH:17][CH:16]=[CH:15][CH:14]=2)=[N:9][C:10]#[N:11])=CC=1.[N:19]1([CH2:24][CH2:25][O:26][C:27]2[CH:33]=[CH:32][C:30]([NH2:31])=[CH:29][CH:28]=2)[CH2:23][CH2:22][CH2:21][CH2:20]1, predict the reaction product. The product is: [C:10](/[N:9]=[C:8](\[O:12][C:13]1[CH:14]=[CH:15][CH:16]=[CH:17][CH:18]=1)/[NH:31][C:30]1[CH:32]=[CH:33][C:27]([O:26][CH2:25][CH2:24][N:19]2[CH2:23][CH2:22][CH2:21][CH2:20]2)=[CH:28][CH:29]=1)#[N:11].